Dataset: Full USPTO retrosynthesis dataset with 1.9M reactions from patents (1976-2016). Task: Predict the reactants needed to synthesize the given product. (1) The reactants are: [Si]([O:8][C:9]1[CH:14]=[CH:13][C:12]([C:15]2[C:24]3[C:19](=[CH:20][CH:21]=[CH:22][CH:23]=3)[C:18]([CH:25]=O)=[CH:17][CH:16]=2)=[CH:11][CH:10]=1)(C(C)(C)C)(C)C.Cl.[NH2:28][OH:29].N1C=CC=CC=1. Given the product [OH:8][C:9]1[CH:14]=[CH:13][C:12]([C:15]2[C:24]3[C:19](=[CH:20][CH:21]=[CH:22][CH:23]=3)[C:18]([CH:25]=[N:28][OH:29])=[CH:17][CH:16]=2)=[CH:11][CH:10]=1, predict the reactants needed to synthesize it. (2) The reactants are: [CH3:1][O:2][C:3]1[CH:8]=[CH:7][C:6]([C:9]2[CH:14]=[C:13]([C:15]3[S:16][CH:17]=[CH:18][CH:19]=3)[NH:12][C:11](=[S:20])[C:10]=2[C:21]#[N:22])=[CH:5][CH:4]=1.C1(C=CC(C2C=CC=CC=2)=O)C=CC=CC=1.C(CC(N)=S)#N. Given the product [CH3:1][O:2][C:3]1[CH:8]=[CH:7][C:6]([C:9]2[CH:14]=[C:13]([C:15]3[S:16][CH:17]=[CH:18][CH:19]=3)[NH:12][C:11](=[S:20])[C:10]=2[C:21]#[N:22])=[CH:5][CH:4]=1, predict the reactants needed to synthesize it.